This data is from Full USPTO retrosynthesis dataset with 1.9M reactions from patents (1976-2016). The task is: Predict the reactants needed to synthesize the given product. (1) Given the product [CH3:14][NH:15][S:16]([C:19]1[CH:20]=[C:21]2[C:25](=[CH:26][CH:27]=1)[NH:24][C:23](=[O:28])[C:22]2=[O:29])(=[O:18])=[O:17].[CH3:14][NH:15][S:16]([C:19]1[CH:20]=[C:21]2[C:25](=[CH:26][CH:27]=1)[NH:24][C:23](=[O:28])[C:22]2=[N:6][NH:7][C:8]1[CH:9]=[CH:10][C:11]([S:16](=[O:18])(=[O:17])[NH:15][CH3:14])=[CH:12][CH:13]=1)(=[O:18])=[O:17], predict the reactants needed to synthesize it. The reactants are: Cl.CS([NH:6][NH:7][C:8]1[CH:13]=[CH:12][CH:11]=[CH:10][CH:9]=1)(=O)=O.[CH3:14][NH:15][S:16]([C:19]1[CH:20]=[C:21]2[C:25](=[CH:26][CH:27]=1)[NH:24][C:23](=[O:28])[C:22]2=[O:29])(=[O:18])=[O:17]. (2) Given the product [F:4][C:2]([C:5]1[N:6]([CH2:27][C:28]2[N:32]=[C:31]([C:33]3[CH:38]=[C:37]([F:39])[CH:36]=[C:35]([F:40])[CH:34]=3)[O:30][N:29]=2)[C:7]2[C:12]([CH:13]=1)=[C:11]([C:14]([F:15])([F:17])[F:16])[C:10]([C:18]#[N:19])=[CH:9][CH:8]=2)([F:1])[CH3:3], predict the reactants needed to synthesize it. The reactants are: [F:1][C:2]([C:5]1[NH:6][C:7]2[C:12]([CH:13]=1)=[C:11]([C:14]([F:17])([F:16])[F:15])[C:10]([C:18]#[N:19])=[CH:9][CH:8]=2)([F:4])[CH3:3].C([O-])([O-])=O.[Cs+].[Cs+].Cl[CH2:27][C:28]1[N:32]=[C:31]([C:33]2[CH:38]=[C:37]([F:39])[CH:36]=[C:35]([F:40])[CH:34]=2)[O:30][N:29]=1.CC#N. (3) Given the product [NH2:28][CH2:27][C:26]([N:23]1[CH2:22][CH2:21][N:20]([C:3]2[C:2]([Br:1])=[CH:7][N:6]=[C:5]3[NH:8][CH:9]=[C:10]([NH:11][C:12](=[O:19])[C:13]4[CH:18]=[CH:17][CH:16]=[N:15][CH:14]=4)[C:4]=23)[CH2:25][CH2:24]1)=[O:36], predict the reactants needed to synthesize it. The reactants are: [Br:1][C:2]1[C:3]([N:20]2[CH2:25][CH2:24][N:23]([C:26](=[O:36])[CH2:27][NH:28]C(=O)OC(C)(C)C)[CH2:22][CH2:21]2)=[C:4]2[C:10]([NH:11][C:12](=[O:19])[C:13]3[CH:18]=[CH:17][CH:16]=[N:15][CH:14]=3)=[CH:9][NH:8][C:5]2=[N:6][CH:7]=1.C(O)(C(F)(F)F)=O. (4) Given the product [Cl:22][C:16]1[CH:17]=[C:18]([F:21])[CH:19]=[CH:20][C:15]=1[CH:5]1[N:6]=[C:7]([C:9]2[S:10][C:11]([F:14])=[CH:12][N:13]=2)[NH:8][C:3]([CH2:2][N:29]2[CH2:34][CH2:33][O:32][CH2:31][CH:30]2[C:35]([OH:37])=[O:36])=[C:4]1[C:23]([O:25][CH2:26][CH3:27])=[O:24], predict the reactants needed to synthesize it. The reactants are: Br[CH2:2][C:3]1[NH:8][C:7]([C:9]2[S:10][C:11]([F:14])=[CH:12][N:13]=2)=[N:6][CH:5]([C:15]2[CH:20]=[CH:19][C:18]([F:21])=[CH:17][C:16]=2[Cl:22])[C:4]=1[C:23]([O:25][CH2:26][CH3:27])=[O:24].Cl.[NH:29]1[CH2:34][CH2:33][O:32][CH2:31][CH:30]1[C:35]([OH:37])=[O:36]. (5) Given the product [C:8](=[C:7]([C:6]([C:5]([O:4][C:3](=[C:2]([F:20])[F:21])[F:18])([Cl:16])[Cl:17])([F:15])[F:14])[F:12])([F:10])[F:9], predict the reactants needed to synthesize it. The reactants are: Cl[C:2]([F:21])([F:20])[C:3](Cl)([F:18])[O:4][C:5]([Cl:17])([Cl:16])[C:6]([F:15])([F:14])[C:7](Cl)([F:12])[C:8](Cl)([F:10])[F:9]. (6) Given the product [CH3:63][O:62][C:59]1[CH:60]=[CH:61][C:56]([C:9]([C:6]2[CH:7]=[CH:8][C:3]([O:2][CH3:1])=[CH:4][CH:5]=2)([C:50]2[CH:51]=[CH:52][CH:53]=[CH:54][CH:55]=2)[O:10][CH2:11][CH2:12][CH2:13][N:14]([C:32]2[CH:37]=[CH:36][C:35]([N:38]=[N:39][C:40]3[CH:45]=[CH:44][C:43]([N+:46]([O-:48])=[O:47])=[CH:42][C:41]=3[Cl:49])=[CH:34][CH:33]=2)[CH2:15][CH2:16][CH2:17][C:18]([N:73]2[C:74]3[C:75](=[C:76]4[C:80](=[CH:81][CH:82]=3)[NH:79][CH:78]([C:83]([O:85][CH3:86])=[O:84])[CH2:77]4)[CH:71]=[CH:72]2)=[O:19])=[CH:57][CH:58]=1, predict the reactants needed to synthesize it. The reactants are: [CH3:1][O:2][C:3]1[CH:8]=[CH:7][C:6]([C:9]([C:56]2[CH:61]=[CH:60][C:59]([O:62][CH3:63])=[CH:58][CH:57]=2)([C:50]2[CH:55]=[CH:54][CH:53]=[CH:52][CH:51]=2)[O:10][CH2:11][CH2:12][CH2:13][N:14]([C:32]2[CH:37]=[CH:36][C:35]([N:38]=[N:39][C:40]3[CH:45]=[CH:44][C:43]([N+:46]([O-:48])=[O:47])=[CH:42][C:41]=3[Cl:49])=[CH:34][CH:33]=2)[CH2:15][CH2:16][CH2:17][C:18](OC2C(F)=C(F)C(F)=C(F)C=2F)=[O:19])=[CH:5][CH:4]=1.C(N(CC)CC)C.[CH:71]1[C:75]2=[C:76]3[C:80](=[CH:81][CH:82]=[C:74]2[NH:73][CH:72]=1)[NH:79][CH:78]([C:83]([O:85][CH3:86])=[O:84])[CH2:77]3. (7) Given the product [CH2:1]([N:8]1[CH2:12][C@@H:11]([C:13]2[CH:14]=[CH:15][CH:16]=[CH:17][CH:18]=2)[C@H:10]([NH:19][C:31](=[O:32])[C:30]([F:41])([F:40])[F:29])[CH2:9]1)[C:2]1[CH:3]=[CH:4][CH:5]=[CH:6][CH:7]=1, predict the reactants needed to synthesize it. The reactants are: [CH2:1]([N:8]1[CH2:12][C@@H:11]([C:13]2[CH:18]=[CH:17][CH:16]=[CH:15][CH:14]=2)[C@H:10]([NH2:19])[CH2:9]1)[C:2]1[CH:7]=[CH:6][CH:5]=[CH:4][CH:3]=1.CCN(C(C)C)C(C)C.[F:29][C:30]([F:41])([F:40])[C:31](O[C:31](=[O:32])[C:30]([F:41])([F:40])[F:29])=[O:32]. (8) Given the product [Br:1][CH2:2][CH2:3][CH2:4][CH2:5][CH2:6][C:7]([CH3:11])([CH3:10])[CH2:8][O:9][CH:13]1[CH2:14][CH2:15][CH2:16][CH2:17][O:12]1, predict the reactants needed to synthesize it. The reactants are: [Br:1][CH2:2][CH2:3][CH2:4][CH2:5][CH2:6][C:7]([CH3:11])([CH3:10])[CH2:8][OH:9].[O:12]1[CH:17]=[CH:16][CH2:15][CH2:14][CH2:13]1. (9) Given the product [SH:1][CH2:2][CH2:3][C:4]([OH:6])=[O:5].[CH2:7]1[CH:12]([CH2:13][N:14]2[C:19](=[O:20])[CH:18]=[CH:17][C:15]2=[O:16])[CH2:11][CH2:10][CH:9]([C:21]([O:23][N:24]2[C:25](=[O:26])[CH2:27][CH2:28][C:29]2=[O:30])=[O:22])[CH2:8]1, predict the reactants needed to synthesize it. The reactants are: [SH:1][CH2:2][CH2:3][C:4]([OH:6])=[O:5].[CH2:7]1[CH:12]([CH2:13][N:14]2[C:19](=[O:20])[CH:18]=[CH:17][C:15]2=[O:16])[CH2:11][CH2:10][CH:9]([C:21]([O:23][N:24]2[C:29](=[O:30])[CH2:28][CH2:27][C:25]2=[O:26])=[O:22])[CH2:8]1.C(N(CC)C(C)C)(C)C.